This data is from Retrosynthesis with 50K atom-mapped reactions and 10 reaction types from USPTO. The task is: Predict the reactants needed to synthesize the given product. (1) Given the product Cn1c(=O)n(C2CCN(C(=O)OC(C)(C)C)CC2)c2ccccc21, predict the reactants needed to synthesize it. The reactants are: CC(C)(C)OC(=O)N1CCC(n2c(=O)[nH]c3ccccc32)CC1.CI. (2) Given the product CC(C)(C)OC(=O)N(CCF)[C@H]1CCNC1, predict the reactants needed to synthesize it. The reactants are: CC(C)(C)OC(=O)N(CCF)[C@H]1CCN(C(=O)OCc2ccccc2)C1. (3) The reactants are: CC(C)(C)c1cc2cc(N)ncc2[nH]1.O=C(O)C1(c2ccc3c(c2)OCO3)CC1. Given the product CC(C)(C)c1cc2cc(NC(=O)C3(c4ccc5c(c4)OCO5)CC3)ncc2[nH]1, predict the reactants needed to synthesize it. (4) Given the product CCOC(=O)c1ccc(S(=O)(=O)N(Cc2ccc(OC(F)(F)F)cc2)c2ncc3ccccc3c2C2CC2)cc1, predict the reactants needed to synthesize it. The reactants are: CCOC(=O)c1ccc(S(=O)(=O)N(Cc2ccc(OC(F)(F)F)cc2)c2ncc3ccccc3c2Br)cc1.OB(O)C1CC1. (5) Given the product Cc1ccc(N)cc1-c1cc2ccccc2cn1, predict the reactants needed to synthesize it. The reactants are: Cc1ccc(N)cc1B1OC(C)(C)C(C)(C)O1.Clc1cc2ccccc2cn1.